From a dataset of Catalyst prediction with 721,799 reactions and 888 catalyst types from USPTO. Predict which catalyst facilitates the given reaction. (1) Reactant: [NH2:1][C:2]1[CH:10]=[CH:9][CH:8]=[C:7]2[C:3]=1[CH:4]=[N:5][N:6]2[C:11]([C:18]1[CH:23]=[CH:22][C:21]([Br:24])=[CH:20][CH:19]=1)([CH2:16][CH3:17])[C:12]([O:14][CH3:15])=[O:13].[CH3:25][C:26]([O:29][C:30](O[C:30]([O:29][C:26]([CH3:28])([CH3:27])[CH3:25])=[O:31])=[O:31])([CH3:28])[CH3:27]. Product: [Br:24][C:21]1[CH:20]=[CH:19][C:18]([C:11]([N:6]2[C:7]3[C:3](=[C:2]([NH:1][C:30]([O:29][C:26]([CH3:28])([CH3:27])[CH3:25])=[O:31])[CH:10]=[CH:9][CH:8]=3)[CH:4]=[N:5]2)([CH2:16][CH3:17])[C:12]([O:14][CH3:15])=[O:13])=[CH:23][CH:22]=1. The catalyst class is: 218. (2) Reactant: [C:1]([C:5]1[CH:10]=[CH:9][C:8]([C:11]2[C:19]3[C:14](=[CH:15][CH:16]=[CH:17][CH:18]=3)[N:13]([CH2:20][C:21]3[CH:22]=[C:23]([C:28]4[CH:33]=[CH:32][C:31]([OH:34])=[CH:30][CH:29]=4)[CH:24]=[CH:25][C:26]=3[CH3:27])[C:12]=2[C:35]([O:37][CH2:38][CH3:39])=[O:36])=[CH:7][CH:6]=1)([CH3:4])([CH3:3])[CH3:2].Br[C:41]([CH3:48])([CH3:47])[C:42]([O:44][CH2:45][CH3:46])=[O:43].C([O-])([O-])=O.[K+].[K+]. Product: [C:1]([C:5]1[CH:6]=[CH:7][C:8]([C:11]2[C:19]3[C:14](=[CH:15][CH:16]=[CH:17][CH:18]=3)[N:13]([CH2:20][C:21]3[CH:22]=[C:23]([C:28]4[CH:29]=[CH:30][C:31]([O:34][C:41]([CH3:48])([CH3:47])[C:42]([O:44][CH2:45][CH3:46])=[O:43])=[CH:32][CH:33]=4)[CH:24]=[CH:25][C:26]=3[CH3:27])[C:12]=2[C:35]([O:37][CH2:38][CH3:39])=[O:36])=[CH:9][CH:10]=1)([CH3:4])([CH3:2])[CH3:3]. The catalyst class is: 25. (3) Reactant: [C:1](Cl)(=[O:12])[O:2][C:3]1[CH:8]=[CH:7][C:6]([N+:9]([O-:11])=[O:10])=[CH:5][CH:4]=1.[OH:14][CH+:15][C@H:16]1[CH2:20][CH2:19][CH2:18][O:17]1.N1C=CC=CC=1. Product: [C:1](=[O:12])([O:14][CH2:15][C@H:16]1[CH2:20][CH2:19][CH2:18][O:17]1)[O:2][C:3]1[CH:8]=[CH:7][C:6]([N+:9]([O-:11])=[O:10])=[CH:5][CH:4]=1. The catalyst class is: 2. (4) Reactant: Cl[C:2]1[N:7]=[C:6]([O:8][CH:9]2[CH2:14][CH2:13][N:12](C(OC(C)(C)C)=O)[CH2:11][CH2:10]2)[CH:5]=[CH:4][N:3]=1.[CH3:22][C:23]1[CH:24]=[C:25]([NH2:35])[CH:26]=[C:27]([C:29]2[CH:34]=[CH:33][CH:32]=[CH:31][CH:30]=2)[CH:28]=1.[CH3:36][C:37]1[CH:38]=[CH:39][C:40]([S:43]([OH:46])(=[O:45])=[O:44])=[CH:41][CH:42]=1. Product: [CH3:22][C:23]1[CH:24]=[C:25]([NH:35][C:2]2[N:7]=[C:6]([O:8][CH:9]3[CH2:10][CH2:11][NH:12][CH2:13][CH2:14]3)[CH:5]=[CH:4][N:3]=2)[CH:26]=[C:27]([C:29]2[CH:34]=[CH:33][CH:32]=[CH:31][CH:30]=2)[CH:28]=1.[S:43]([C:40]1[CH:41]=[CH:42][C:37]([CH3:36])=[CH:38][CH:39]=1)([O-:46])(=[O:45])=[O:44]. The catalyst class is: 12. (5) Reactant: C[O:2][C:3]([C:5]1[N:13]=[C:12]([C:14]2[CH:19]=[CH:18][C:17]([Cl:20])=[C:16]([O:21][CH3:22])[C:15]=2[F:23])[N:11]=[C:10]2[C:6]=1[N:7](C)[CH:8]=[N:9]2)=[O:4].Cl.C(OCC)(=O)C. Product: [NH2:9][C:10]1[N:11]=[C:12]([C:14]2[CH:19]=[CH:18][C:17]([Cl:20])=[C:16]([O:21][CH3:22])[C:15]=2[F:23])[N:13]=[C:5]([C:3]([OH:4])=[O:2])[C:6]=1[NH:7][CH3:8]. The catalyst class is: 74. (6) Reactant: [CH2:1]([N:8]1[C:16]2[C:11](=[CH:12][CH:13]=[CH:14][CH:15]=2)[C:10]([C:17]2[O:18][C:19]([C:22](OC)=[O:23])=[CH:20][CH:21]=2)=[N:9]1)[C:2]1[CH:7]=[CH:6][CH:5]=[CH:4][CH:3]=1. Product: [CH2:1]([N:8]1[C:16]2[C:11](=[CH:12][CH:13]=[CH:14][CH:15]=2)[C:10]([C:17]2[O:18][C:19]([CH2:22][OH:23])=[CH:20][CH:21]=2)=[N:9]1)[C:2]1[CH:7]=[CH:6][CH:5]=[CH:4][CH:3]=1. The catalyst class is: 1. (7) Reactant: [F:1][C:2]1[CH:7]=[C:6]([S:8]([CH3:11])(=[O:10])=[O:9])[CH:5]=[CH:4][C:3]=1[N:12]1[C:16]2=[N:17][CH:18]=[N:19][C:20]([O:21][CH:22]3[CH2:27][CH2:26][NH:25][CH2:24][CH2:23]3)=[C:15]2[CH:14]=[N:13]1.C(N(CC)CC)C.Cl[C:36]([O:38][CH:39]([CH3:41])[CH3:40])=[O:37]. Product: [CH:39]([O:38][C:36]([N:25]1[CH2:24][CH2:23][CH:22]([O:21][C:20]2[N:19]=[CH:18][N:17]=[C:16]3[N:12]([C:3]4[CH:4]=[CH:5][C:6]([S:8]([CH3:11])(=[O:9])=[O:10])=[CH:7][C:2]=4[F:1])[N:13]=[CH:14][C:15]=23)[CH2:27][CH2:26]1)=[O:37])([CH3:41])[CH3:40]. The catalyst class is: 3. (8) Reactant: [C:1]([C:4]1[C:9]([O:10][CH:11]([CH3:17])[C:12]([O:14][CH2:15][CH3:16])=[O:13])=[C:8]([I:18])[C:7]([F:19])=[C:6]([Cl:20])[CH:5]=1)(=[O:3])[CH3:2].[CH2:21](O)[CH2:22][OH:23].O.C1(C)C=CC(S(O)(=O)=O)=CC=1.C(=O)(O)[O-].[Na+]. Product: [Cl:20][C:6]1[CH:5]=[C:4]([C:1]2([CH3:2])[O:23][CH2:22][CH2:21][O:3]2)[C:9]([O:10][CH:11]([CH3:17])[C:12]([O:14][CH2:15][CH3:16])=[O:13])=[C:8]([I:18])[C:7]=1[F:19]. The catalyst class is: 11.